Dataset: Reaction yield outcomes from USPTO patents with 853,638 reactions. Task: Predict the reaction yield, written as a fraction of the theoretical maximum amount of product (1.0 means a 100% yield; for example, 0.34 means a 34% yield). (1) The reactants are [C:1]([C:4]1[CH:5]=[C:6]([C:18]2[N:22]([CH2:23][CH:24]3[CH2:29][CH2:28][CH2:27][CH2:26][CH2:25]3)[C:21]([CH3:30])=[C:20]([C:31](O)=[O:32])[CH:19]=2)[CH:7]=[CH:8][C:9]=1[C:10]1[N:14]([CH:15]([CH3:17])[CH3:16])[N:13]=[CH:12][CH:11]=1)(=[O:3])[CH3:2].CN(C(ON1N=NC2C=CC=NC1=2)=[N+](C)C)C.F[P-](F)(F)(F)(F)F.CCN(C(C)C)C(C)C.[O:67]1[CH2:72][CH2:71][CH:70]([NH2:73])[CH2:69][CH2:68]1. The catalyst is CN(C=O)C.CC(=O)OCC.O. The product is [C:1]([C:4]1[CH:5]=[C:6]([C:18]2[N:22]([CH2:23][CH:24]3[CH2:29][CH2:28][CH2:27][CH2:26][CH2:25]3)[C:21]([CH3:30])=[C:20]([C:31]([NH:73][CH:70]3[CH2:71][CH2:72][O:67][CH2:68][CH2:69]3)=[O:32])[CH:19]=2)[CH:7]=[CH:8][C:9]=1[C:10]1[N:14]([CH:15]([CH3:17])[CH3:16])[N:13]=[CH:12][CH:11]=1)(=[O:3])[CH3:2]. The yield is 0.630. (2) The reactants are [F:1][C:2]1[CH:3]=[C:4]2[C:9](=[C:10]([O:12][Si:13]([CH:20]([CH3:22])[CH3:21])([CH:17]([CH3:19])[CH3:18])[CH:14]([CH3:16])[CH3:15])[CH:11]=1)[N:8]=[C:7]([CH:23]=[N:24][NH:25][C:26]1[CH:31]=[CH:30][CH:29]=[CH:28][N:27]=1)[CH:6]=[CH:5]2.C(O)(=O)C.C(O)(=O)C.IC1C=CC=CC=1. The catalyst is ClCCl. The product is [N:25]1[N:24]=[C:23]([C:7]2[CH:6]=[CH:5][C:4]3[C:9](=[C:10]([O:12][Si:13]([CH:20]([CH3:21])[CH3:22])([CH:17]([CH3:18])[CH3:19])[CH:14]([CH3:15])[CH3:16])[CH:11]=[C:2]([F:1])[CH:3]=3)[N:8]=2)[N:27]2[CH:28]=[CH:29][CH:30]=[CH:31][C:26]=12. The yield is 0.940. (3) The reactants are [N+:1]([C:4]1[CH:5]=[C:6]([C:25]2[CH:30]=[CH:29][CH:28]=[CH:27][CH:26]=2)[CH:7]=[CH:8][C:9]=1[C:10]([NH:12][C:13]1([C:21]([O:23][CH3:24])=[O:22])[CH2:20][CH2:19][CH2:18][CH2:17][CH2:16][CH2:15][CH2:14]1)=[O:11])([O-])=O. The catalyst is [Pd].C(O)C. The product is [NH2:1][C:4]1[CH:5]=[C:6]([C:25]2[CH:26]=[CH:27][CH:28]=[CH:29][CH:30]=2)[CH:7]=[CH:8][C:9]=1[C:10]([NH:12][C:13]1([C:21]([O:23][CH3:24])=[O:22])[CH2:20][CH2:19][CH2:18][CH2:17][CH2:16][CH2:15][CH2:14]1)=[O:11]. The yield is 0.780. (4) The reactants are Cl.Cl.[F:3][C:4]1[C:12]([C:13]2[C:21]3[C:20]([NH2:22])=[N:19][CH:18]=[N:17][C:16]=3[N:15]([CH3:23])[CH:14]=2)=[CH:11][CH:10]=[C:9]2[C:5]=1[CH2:6][CH2:7][NH:8]2.[F:24][C:25]1[CH:30]=[CH:29][C:28]([F:31])=[CH:27][C:26]=1[CH2:32][C:33](O)=[O:34].CN(C(ON1N=NC2C=CC=NC1=2)=[N+](C)C)C.F[P-](F)(F)(F)(F)F.CCN(C(C)C)C(C)C. The catalyst is O. The product is [F:24][C:25]1[CH:30]=[CH:29][C:28]([F:31])=[CH:27][C:26]=1[CH2:32][C:33]([N:8]1[C:9]2[C:5](=[C:4]([F:3])[C:12]([C:13]3[C:21]4[C:20]([NH2:22])=[N:19][CH:18]=[N:17][C:16]=4[N:15]([CH3:23])[CH:14]=3)=[CH:11][CH:10]=2)[CH2:6][CH2:7]1)=[O:34]. The yield is 0.360. (5) The reactants are [Br:1][C:2]1[C:3]([OH:16])=[C:4]2[C:9](=[CH:10][CH:11]=1)[N:8]([C:12](=[O:14])[CH3:13])[C@@H:7]([CH3:15])[CH2:6][CH2:5]2.Br[CH2:18][CH2:19][CH3:20].CC(C)([O-])C.[K+].O. The catalyst is CN(C)C=O. The product is [Br:1][C:2]1[C:3]([O:16][CH2:18][CH2:19][CH3:20])=[C:4]2[C:9](=[CH:10][CH:11]=1)[N:8]([C:12](=[O:14])[CH3:13])[C@@H:7]([CH3:15])[CH2:6][CH2:5]2. The yield is 0.580. (6) The reactants are [F:1][C:2]1[C:30]([F:31])=[CH:29][CH:28]=[CH:27][C:3]=1[O:4][C:5]1[CH:10]=[CH:9][C:8]([C:11]2[C:19]3[C:14](=[N:15][CH:16]=[N:17][C:18]=3[NH2:20])[N:13]([C@@H:21]3[CH2:26][CH2:25][CH2:24][NH:23][CH2:22]3)[N:12]=2)=[CH:7][CH:6]=1.CN(C(ON1N=NC2C=CC=NC1=2)=[N+](C)C)C.F[P-](F)(F)(F)(F)F.C(N(CC)CC)C.[C:63]([CH2:65][C:66](O)=[O:67])#[N:64]. The catalyst is ClCCl. The product is [NH2:20][C:18]1[N:17]=[CH:16][N:15]=[C:14]2[N:13]([C@@H:21]3[CH2:26][CH2:25][CH2:24][N:23]([C:66](=[O:67])[CH2:65][C:63]#[N:64])[CH2:22]3)[N:12]=[C:11]([C:8]3[CH:7]=[CH:6][C:5]([O:4][C:3]4[CH:27]=[CH:28][CH:29]=[C:30]([F:31])[C:2]=4[F:1])=[CH:10][CH:9]=3)[C:19]=12. The yield is 0.690. (7) The reactants are Br[C:2]1[C:7](=[O:8])[N:6]([CH2:9][C:10]2[CH:15]=[CH:14][C:13]([C:16]3[C:17]([C:22]#[N:23])=[CH:18][CH:19]=[CH:20][CH:21]=3)=[CH:12][CH:11]=2)[C:5]([O:24][CH2:25][CH3:26])=[N:4][C:3]=1[CH3:27].[CH3:28][CH:29]1[CH2:33][C:32]2[CH:34]=[C:35](B(O)O)[CH:36]=[CH:37][C:31]=2[O:30]1.C(=O)([O-])[O-].[Cs+].[Cs+]. The catalyst is O1CCOCC1.C(OCC)(=O)C.C1C=CC(P(C2C=CC=CC=2)[C-]2C=CC=C2)=CC=1.C1C=CC(P(C2C=CC=CC=2)[C-]2C=CC=C2)=CC=1.Cl[Pd]Cl.[Fe+2]. The product is [CH2:25]([O:24][C:5]1[N:6]([CH2:9][C:10]2[CH:15]=[CH:14][C:13]([C:16]3[C:17]([C:22]#[N:23])=[CH:18][CH:19]=[CH:20][CH:21]=3)=[CH:12][CH:11]=2)[C:7](=[O:8])[C:2]([C:35]2[CH:36]=[CH:37][C:31]3[O:30][CH:29]([CH3:28])[CH2:33][C:32]=3[CH:34]=2)=[C:3]([CH3:27])[N:4]=1)[CH3:26]. The yield is 0.680. (8) The reactants are Br[C:2]1[CH:3]=[C:4]([C:10]#[C:11][Si:12]([CH3:15])([CH3:14])[CH3:13])[C:5](=[O:9])[N:6]([CH3:8])[CH:7]=1.[CH3:16][C:17]1([CH3:33])[C:21]([CH3:23])([CH3:22])[O:20][B:19]([B:19]2[O:20][C:21]([CH3:23])([CH3:22])[C:17]([CH3:33])([CH3:16])[O:18]2)[O:18]1.CC(C1C=C(C(C)C)C(C2C=CC=CC=2P(C2CCCCC2)C2CCCCC2)=C(C(C)C)C=1)C.CC([O-])=O.[K+]. The catalyst is O1CCOCC1.C1C=CC(/C=C/C(/C=C/C2C=CC=CC=2)=O)=CC=1.C1C=CC(/C=C/C(/C=C/C2C=CC=CC=2)=O)=CC=1.C1C=CC(/C=C/C(/C=C/C2C=CC=CC=2)=O)=CC=1.[Pd].[Pd]. The product is [CH3:8][N:6]1[CH:7]=[C:2]([B:19]2[O:20][C:21]([CH3:23])([CH3:22])[C:17]([CH3:33])([CH3:16])[O:18]2)[CH:3]=[C:4]([C:10]#[C:11][Si:12]([CH3:15])([CH3:14])[CH3:13])[C:5]1=[O:9]. The yield is 0.330. (9) The reactants are Cl.[CH:2]([N:5]([CH:9]1[CH2:14][CH2:13][NH:12][CH2:11][CH2:10]1)[C:6](=[O:8])[CH3:7])([CH3:4])[CH3:3].F[C:16]1[CH:23]=[CH:22][C:19]([CH:20]=[O:21])=[CH:18][CH:17]=1.C([O-])([O-])=O.[K+].[K+]. The catalyst is CN(C=O)C.O. The product is [CH:20]([C:19]1[CH:22]=[CH:23][C:16]([N:12]2[CH2:11][CH2:10][CH:9]([N:5]([CH:2]([CH3:4])[CH3:3])[C:6](=[O:8])[CH3:7])[CH2:14][CH2:13]2)=[CH:17][CH:18]=1)=[O:21]. The yield is 0.710.